From a dataset of Peptide-MHC class II binding affinity with 134,281 pairs from IEDB. Regression. Given a peptide amino acid sequence and an MHC pseudo amino acid sequence, predict their binding affinity value. This is MHC class II binding data. (1) The peptide sequence is AQNGVQAMSSLGSSL. The MHC is HLA-DPA10201-DPB11401 with pseudo-sequence HLA-DPA10201-DPB11401. The binding affinity (normalized) is 0. (2) The peptide sequence is GVLKNEFMSLAFDYW. The MHC is DRB1_0701 with pseudo-sequence DRB1_0701. The binding affinity (normalized) is 0.637. (3) The peptide sequence is CRHCLNLLLSVSDRC. The MHC is DRB1_0101 with pseudo-sequence DRB1_0101. The binding affinity (normalized) is 0.114. (4) The peptide sequence is ARGWAAHRARANESA. The MHC is DRB4_0103 with pseudo-sequence DRB4_0103. The binding affinity (normalized) is 0.534. (5) The peptide sequence is GELQIVDKIDNAFKI. The MHC is DRB1_1101 with pseudo-sequence DRB1_1101. The binding affinity (normalized) is 0.559. (6) The peptide sequence is NGILKKLSSIKSKSR. The MHC is DRB3_0101 with pseudo-sequence DRB3_0101. The binding affinity (normalized) is 0.288. (7) The peptide sequence is MMGKREKKLSEFGKA. The MHC is DRB1_1101 with pseudo-sequence DRB1_1101. The binding affinity (normalized) is 0.316. (8) The peptide sequence is ALPTVEVVAAAADEV. The MHC is HLA-DQA10102-DQB10602 with pseudo-sequence HLA-DQA10102-DQB10602. The binding affinity (normalized) is 0.365. (9) The peptide sequence is IEFRFYKEITNVFRG. The MHC is DRB1_0701 with pseudo-sequence DRB1_0701. The binding affinity (normalized) is 0.605. (10) The peptide sequence is GDSYIIVGRGDSRLT. The MHC is HLA-DQA10303-DQB10402 with pseudo-sequence HLA-DQA10303-DQB10402. The binding affinity (normalized) is 0.